From a dataset of Reaction yield outcomes from USPTO patents with 853,638 reactions. Predict the reaction yield, written as a fraction of the theoretical maximum amount of product (1.0 means a 100% yield; for example, 0.34 means a 34% yield). (1) The reactants are Cl.Cl.[Cl:3][C:4]1[CH:9]=[CH:8][C:7]([NH:10][C:11]([C:13]2[CH:14]=[C:15]3[C:19](=[CH:20][CH:21]=2)[CH2:18][NH:17][CH2:16]3)=[O:12])=[C:6]([N:22]2[CH2:27][CH2:26][N:25]([CH2:28][CH2:29][C:30]([F:33])([F:32])[F:31])[CH2:24][CH2:23]2)[CH:5]=1.CCN(C(C)C)C(C)C.Br[CH2:44][C:45]([O:47][CH2:48][CH3:49])=[O:46]. The catalyst is CN(C=O)C. The product is [Cl:3][C:4]1[CH:9]=[CH:8][C:7]([NH:10][C:11]([C:13]2[CH:14]=[C:15]3[C:19](=[CH:20][CH:21]=2)[CH2:18][N:17]([CH2:44][C:45]([O:47][CH2:48][CH3:49])=[O:46])[CH2:16]3)=[O:12])=[C:6]([N:22]2[CH2:23][CH2:24][N:25]([CH2:28][CH2:29][C:30]([F:33])([F:31])[F:32])[CH2:26][CH2:27]2)[CH:5]=1. The yield is 0.300. (2) The reactants are [NH2:1][CH:2]1[CH2:10][C:9]2[C:4](=[CH:5][CH:6]=[CH:7][CH:8]=2)[CH2:3]1.[C:11](OC(=O)C)(=[O:13])[CH3:12].C(N(CC)CC)C. The catalyst is ClCCl.C(OCC)(=O)C.CCCCCC. The product is [CH2:3]1[C:4]2[C:9](=[CH:8][CH:7]=[CH:6][CH:5]=2)[CH2:10][CH:2]1[NH:1][C:11](=[O:13])[CH3:12]. The yield is 0.680. (3) The reactants are [CH2:1]([O:8][C@H:9]([C@H:33]([O:55][CH2:56][C:57]1[CH:62]=[CH:61][CH:60]=[CH:59][CH:58]=1)[C@H:34]([O:47][CH2:48][C:49]1[CH:54]=[CH:53][CH:52]=[CH:51][CH:50]=1)[CH2:35][O:36][Si:37]([CH:44]([CH3:46])[CH3:45])([CH:41]([CH3:43])[CH3:42])[CH:38]([CH3:40])[CH3:39])[CH:10]([OH:32])[CH2:11][O:12][C:13]([C:26]1[CH:31]=[CH:30][CH:29]=[CH:28][CH:27]=1)([C:20]1[CH:25]=[CH:24][CH:23]=[CH:22][CH:21]=1)[C:14]1[CH:19]=[CH:18][CH:17]=[CH:16][CH:15]=1)[C:2]1[CH:7]=[CH:6][CH:5]=[CH:4][CH:3]=1.C[N+]1([O-])CCOCC1. The catalyst is ClCCl.[Ru]([O-])(=O)(=O)=O.C([N+](CCC)(CCC)CCC)CC. The product is [CH2:1]([O:8][C@H:9]([C@H:33]([O:55][CH2:56][C:57]1[CH:58]=[CH:59][CH:60]=[CH:61][CH:62]=1)[C@H:34]([O:47][CH2:48][C:49]1[CH:54]=[CH:53][CH:52]=[CH:51][CH:50]=1)[CH2:35][O:36][Si:37]([CH:41]([CH3:43])[CH3:42])([CH:38]([CH3:40])[CH3:39])[CH:44]([CH3:46])[CH3:45])[C:10](=[O:32])[CH2:11][O:12][C:13]([C:26]1[CH:27]=[CH:28][CH:29]=[CH:30][CH:31]=1)([C:14]1[CH:19]=[CH:18][CH:17]=[CH:16][CH:15]=1)[C:20]1[CH:25]=[CH:24][CH:23]=[CH:22][CH:21]=1)[C:2]1[CH:3]=[CH:4][CH:5]=[CH:6][CH:7]=1. The yield is 0.880. (4) The reactants are [Li+].[OH-].[CH3:3][C:4]1[C:13]2[C:8](=[CH:9][C:10]([C:14]([F:17])([F:16])[F:15])=[CH:11][CH:12]=2)[NH:7][C:6](=[O:18])[C:5]=1[C:19]([O:21]CC)=[O:20]. The catalyst is CO.C1COCC1. The product is [CH3:3][C:4]1[C:13]2[C:8](=[CH:9][C:10]([C:14]([F:16])([F:17])[F:15])=[CH:11][CH:12]=2)[NH:7][C:6](=[O:18])[C:5]=1[C:19]([OH:21])=[O:20]. The yield is 0.880. (5) The reactants are C([O:3][C:4]([C:6]1[CH:7]=[N:8][N:9]([C:11]2[NH:15][C:14]3[CH:16]=[C:17]([F:21])[CH:18]=[C:19]([Br:20])[C:13]=3[N:12]=2)[CH:10]=1)=[O:5])C.[Li+].[OH-].C1COCC1. The catalyst is O. The product is [Br:20][C:19]1[C:13]2[N:12]=[C:11]([N:9]3[CH:10]=[C:6]([C:4]([OH:5])=[O:3])[CH:7]=[N:8]3)[NH:15][C:14]=2[CH:16]=[C:17]([F:21])[CH:18]=1. The yield is 0.670. (6) The reactants are [N+:1]([C:4]1[CH:5]=[C:6](O)[CH:7]=[CH:8][CH:9]=1)([O-:3])=[O:2].C([O-])([O-])=[O:12].[K+].[K+].Br[CH2:18][C:19]([O:21][CH2:22][CH3:23])=[O:20]. The catalyst is CC(C)=O. The product is [N+:1]([C:4]1[CH:5]=[CH:6][C:7]([O:12][CH2:18][C:19]([O:21][CH2:22][CH3:23])=[O:20])=[CH:8][CH:9]=1)([O-:3])=[O:2]. The yield is 0.920.